From a dataset of Full USPTO retrosynthesis dataset with 1.9M reactions from patents (1976-2016). Predict the reactants needed to synthesize the given product. Given the product [CH3:25][S:24][CH2:23][C:4]1[CH:3]=[C:2]([C:29]2[CH:30]=[CH:31][N:26]=[CH:27][CH:28]=2)[CH:7]=[CH:6][C:5]=1[NH:8][S:9]([C:12]1[S:16][C:15]2[CH:17]=[CH:18][C:19]([F:21])=[CH:20][C:14]=2[C:13]=1[CH3:22])(=[O:11])=[O:10], predict the reactants needed to synthesize it. The reactants are: Br[C:2]1[CH:7]=[CH:6][C:5]([NH:8][S:9]([C:12]2[S:16][C:15]3[CH:17]=[CH:18][C:19]([F:21])=[CH:20][C:14]=3[C:13]=2[CH3:22])(=[O:11])=[O:10])=[C:4]([CH2:23][S:24][CH3:25])[CH:3]=1.[N:26]1[CH:31]=[CH:30][C:29](B(O)O)=[CH:28][CH:27]=1.